This data is from Catalyst prediction with 721,799 reactions and 888 catalyst types from USPTO. The task is: Predict which catalyst facilitates the given reaction. (1) Reactant: [NH2:1][C:2]1[N:7]=[C:6]([C:8]([C:10]2[C:15]([N:16](COC)[S:17]([C:20]3[CH:25]=[CH:24][C:23]([C:26]([CH3:29])([CH3:28])[CH3:27])=[CH:22][CH:21]=3)(=[O:19])=[O:18])=[CH:14][C:13]([Cl:33])=[CH:12][N:11]=2)=[O:9])[CH:5]=[CH:4][CH:3]=1.O. Product: [NH2:1][C:2]1[N:7]=[C:6]([C:8]([C:10]2[C:15]([NH:16][S:17]([C:20]3[CH:21]=[CH:22][C:23]([C:26]([CH3:28])([CH3:27])[CH3:29])=[CH:24][CH:25]=3)(=[O:18])=[O:19])=[CH:14][C:13]([Cl:33])=[CH:12][N:11]=2)=[O:9])[CH:5]=[CH:4][CH:3]=1. The catalyst class is: 89. (2) Reactant: [CH3:1][O:2][C:3]1[CH:4]=[C:5]([NH:9][S:10]([C:13]2[CH:14]=[C:15]([CH:19]=[CH:20][C:21]([OH:23])=O)[CH:16]=[CH:17][CH:18]=2)(=[O:12])=[O:11])[CH:6]=[CH:7][CH:8]=1.[Cl:24]CCl. Product: [CH3:1][O:2][C:3]1[CH:4]=[C:5]([NH:9][S:10]([C:13]2[CH:14]=[C:15]([CH:19]=[CH:20][C:21]([Cl:24])=[O:23])[CH:16]=[CH:17][CH:18]=2)(=[O:12])=[O:11])[CH:6]=[CH:7][CH:8]=1. The catalyst class is: 9.